From a dataset of Forward reaction prediction with 1.9M reactions from USPTO patents (1976-2016). Predict the product of the given reaction. (1) The product is: [CH2:18]([NH:20][C:21]([NH:1][C:2]1[CH:3]=[C:4]([CH3:17])[CH:5]=[C:6]2[C:10]=1[NH:9][C:8]([C:11]1[CH:16]=[CH:15][CH:14]=[CH:13][N:12]=1)=[CH:7]2)=[O:22])[CH3:19]. Given the reactants [NH2:1][C:2]1[CH:3]=[C:4]([CH3:17])[CH:5]=[C:6]2[C:10]=1[NH:9][C:8]([C:11]1[CH:16]=[CH:15][CH:14]=[CH:13][N:12]=1)=[CH:7]2.[CH2:18]([N:20]=[C:21]=[O:22])[CH3:19], predict the reaction product. (2) Given the reactants [Br:1][C:2]1[C:3]([N:10]([CH:19]2[CH2:23][CH2:22][CH:21]([CH3:24])[CH2:20]2)[NH:11]C(OC(C)(C)C)=O)=[N:4][C:5]([C:8]#[N:9])=[N:6][CH:7]=1.C1(C)C=CC(S(O)(=O)=O)=CC=1, predict the reaction product. The product is: [Br:1][C:2]1[C:3]([N:10]([CH:19]2[CH2:23][CH2:22][CH:21]([CH3:24])[CH2:20]2)[NH2:11])=[N:4][C:5]([C:8]#[N:9])=[N:6][CH:7]=1. (3) Given the reactants [CH3:1][C:2]1[CH:7]=[C:6]([C:8]([OH:10])=[O:9])[CH:5]=[CH:4][N:3]=1.[CH3:11]O, predict the reaction product. The product is: [CH3:1][C:2]1[CH:7]=[C:6]([C:8]([O:10][CH3:11])=[O:9])[CH:5]=[CH:4][N:3]=1. (4) Given the reactants [CH3:1][O:2][C:3](=[O:21])[C@@H:4]([NH:13][C:14]([O:16][C:17]([CH3:20])([CH3:19])[CH3:18])=[O:15])[CH2:5][C:6]1[CH:11]=[CH:10][C:9](Br)=[CH:8][CH:7]=1.[B:22]1([B:22]2[O:26][C:25]([CH3:28])([CH3:27])[C:24]([CH3:30])([CH3:29])[O:23]2)[O:26][C:25]([CH3:28])([CH3:27])[C:24]([CH3:30])([CH3:29])[O:23]1.CC([O-])=O.[K+], predict the reaction product. The product is: [CH3:1][O:2][C:3](=[O:21])[C@@H:4]([NH:13][C:14]([O:16][C:17]([CH3:20])([CH3:19])[CH3:18])=[O:15])[CH2:5][C:6]1[CH:11]=[CH:10][C:9]([B:22]2[O:26][C:25]([CH3:28])([CH3:27])[C:24]([CH3:30])([CH3:29])[O:23]2)=[CH:8][CH:7]=1. (5) Given the reactants [F:1][CH:2]([F:25])[C:3]1[N:8]2[N:9]=[CH:10][C:11]([C:12]([OH:14])=O)=[C:7]2[N:6]=[C:5]([C:15]2[CH:20]=[CH:19][C:18]([C:21]([F:24])([F:23])[F:22])=[CH:17][CH:16]=2)[CH:4]=1.OCCS(C1C=C(C=CC=1)[NH2:35])(=O)=O.[N+:39]([C:42]1[CH:43]=[C:44]([CH2:48][S:49](Cl)(=[O:51])=[O:50])[CH:45]=[CH:46][CH:47]=1)([O-])=O, predict the reaction product. The product is: [S:49]([CH2:48][C:44]1[CH:43]=[C:42]([NH:39][C:12]([C:11]2[CH:10]=[N:9][N:8]3[C:3]([CH:2]([F:1])[F:25])=[CH:4][C:5]([C:15]4[CH:20]=[CH:19][C:18]([C:21]([F:22])([F:23])[F:24])=[CH:17][CH:16]=4)=[N:6][C:7]=23)=[O:14])[CH:47]=[CH:46][CH:45]=1)(=[O:51])(=[O:50])[NH2:35]. (6) Given the reactants [CH2:1]([O:3][C:4](=[O:26])[CH2:5][C:6]1[CH:11]=[CH:10][C:9]([O:12][CH3:13])=[C:8]([O:14][C:15]2[CH:20]=[CH:19][C:18]([N+:21]([O-:23])=[O:22])=[CH:17][C:16]=2[CH:24]=[O:25])[CH:7]=1)[CH3:2].CO.[BH4-].[Na+], predict the reaction product. The product is: [CH2:1]([O:3][C:4](=[O:26])[CH2:5][C:6]1[CH:11]=[CH:10][C:9]([O:12][CH3:13])=[C:8]([O:14][C:15]2[CH:20]=[CH:19][C:18]([N+:21]([O-:23])=[O:22])=[CH:17][C:16]=2[CH2:24][OH:25])[CH:7]=1)[CH3:2]. (7) Given the reactants [N+:1]([C:4]1[CH:5]=[C:6]([Cl:19])[CH:7]=[C:8]2[C:12]=1[NH:11][C:10]([C:13]1[CH:18]=[CH:17][CH:16]=[CH:15][CH:14]=1)=[CH:9]2)([O-:3])=[O:2].P(Cl)(Cl)(OCl)=O.CN([CH:29]=[O:30])C, predict the reaction product. The product is: [Cl:19][C:6]1[CH:7]=[C:8]2[C:12](=[C:4]([N+:1]([O-:3])=[O:2])[CH:5]=1)[NH:11][C:10]([C:13]1[CH:18]=[CH:17][CH:16]=[CH:15][CH:14]=1)=[C:9]2[CH:29]=[O:30]. (8) Given the reactants [OH:1][C:2]1[CH:3]=[N:4][CH:5]=[C:6]([CH:11]=1)[C:7]([O:9][CH3:10])=[O:8].C(=O)([O-])[O-].[K+].[K+].[CH2:18](Br)[C:19]1[CH:24]=[CH:23][CH:22]=[CH:21][CH:20]=1, predict the reaction product. The product is: [CH2:18]([O:1][C:2]1[CH:3]=[N:4][CH:5]=[C:6]([CH:11]=1)[C:7]([O:9][CH3:10])=[O:8])[C:19]1[CH:24]=[CH:23][CH:22]=[CH:21][CH:20]=1. (9) Given the reactants [Br:1][C:2]1[CH:7]=[CH:6][C:5]([CH2:8][C:9]([OH:11])=O)=[CH:4][CH:3]=1.Cl.[F:13][C:14]1([F:20])[CH2:19][CH2:18][CH2:17][NH:16][CH2:15]1.C(Cl)CCl.C1C=CC2N(O)N=NC=2C=1.C(N(CC)CC)C.C(=O)(O)[O-].[Na+], predict the reaction product. The product is: [Br:1][C:2]1[CH:3]=[CH:4][C:5]([CH2:8][C:9]([N:16]2[CH2:17][CH2:18][CH2:19][C:14]([F:20])([F:13])[CH2:15]2)=[O:11])=[CH:6][CH:7]=1.